This data is from CYP2D6 inhibition data for predicting drug metabolism from PubChem BioAssay. The task is: Regression/Classification. Given a drug SMILES string, predict its absorption, distribution, metabolism, or excretion properties. Task type varies by dataset: regression for continuous measurements (e.g., permeability, clearance, half-life) or binary classification for categorical outcomes (e.g., BBB penetration, CYP inhibition). Dataset: cyp2d6_veith. (1) The molecule is COc1ccccc1OCCn1cc(C(=O)c2ccco2)c2ccccc21. The result is 0 (non-inhibitor). (2) The compound is S=c1[nH]nc(CCc2ccccc2)n1Cc1ccccc1. The result is 0 (non-inhibitor).